From a dataset of Full USPTO retrosynthesis dataset with 1.9M reactions from patents (1976-2016). Predict the reactants needed to synthesize the given product. (1) Given the product [Cl:41][C:33]1[C:34]([F:40])=[CH:35][C:36]([F:39])=[C:37]([Cl:38])[C:32]=1[CH:30]([O:29][C:3]1[C:4]2[O:10][CH:9]=[C:8]([C:11]3[CH:12]=[N:13][N:14]([CH:16]4[CH2:17][CH2:18][NH:19][CH2:20][CH2:21]4)[CH:15]=3)[C:5]=2[CH:6]=[N:7][C:2]=1[NH2:1])[CH3:31], predict the reactants needed to synthesize it. The reactants are: [NH2:1][C:2]1[N:7]=[CH:6][C:5]2[C:8]([C:11]3[CH:12]=[N:13][N:14]([CH:16]4[CH2:21][CH2:20][N:19](C(OC(C)(C)C)=O)[CH2:18][CH2:17]4)[CH:15]=3)=[CH:9][O:10][C:4]=2[C:3]=1[O:29][CH:30]([C:32]1[C:37]([Cl:38])=[C:36]([F:39])[CH:35]=[C:34]([F:40])[C:33]=1[Cl:41])[CH3:31].Cl. (2) Given the product [CH3:18][O:19][C:20]1[CH:27]=[CH:26][C:23]([C:24]([NH:1][C:2]2[CH:7]=[CH:6][CH:5]=[CH:4][CH:3]=2)=[NH:25])=[CH:22][N:21]=1, predict the reactants needed to synthesize it. The reactants are: [NH2:1][C:2]1[CH:7]=[CH:6][CH:5]=[CH:4][CH:3]=1.C[Si]([N-][Si](C)(C)C)(C)C.[Na+].[CH3:18][O:19][C:20]1[CH:27]=[CH:26][C:23]([C:24]#[N:25])=[CH:22][N:21]=1. (3) Given the product [CH3:1][S:2]([O:5][CH2:6][CH2:7][O:8][C:9]1[CH:10]=[CH:11][C:12]([CH2:15][N:21]([C:50]([O:52][C:53]([CH3:56])([CH3:55])[CH3:54])=[O:51])[CH2:22][C@H:23]([OH:24])[C:25]2[C:33]3[S:32][C:31](=[O:34])[NH:30][C:29]=3[C:28]([OH:35])=[CH:27][CH:26]=2)=[CH:13][CH:14]=1)(=[O:3])=[O:4], predict the reactants needed to synthesize it. The reactants are: [CH3:1][S:2]([O:5][CH2:6][CH2:7][O:8][C:9]1[CH:14]=[CH:13][C:12]([CH:15]=O)=[CH:11][CH:10]=1)(=[O:4])=[O:3].C(O)(=O)C.[NH2:21][CH2:22][C@@H:23]([C:25]1[C:33]2[S:32][C:31](=[O:34])[NH:30][C:29]=2[C:28]([OH:35])=[CH:27][CH:26]=1)[OH:24].C(O[BH-](OC(=O)C)OC(=O)C)(=O)C.[Na+].[C:50](O[C:50]([O:52][C:53]([CH3:56])([CH3:55])[CH3:54])=[O:51])([O:52][C:53]([CH3:56])([CH3:55])[CH3:54])=[O:51].C(=O)(O)[O-].[Na+]. (4) Given the product [N+:13]([CH:12]([S:9]([C:4]1[CH:3]=[CH:8][C:7]([CH3:33])=[CH:6][CH:5]=1)(=[O:10])=[O:11])[CH:17]1[CH2:22][CH2:21][N:20]([S:23]([C:26]2[CH:32]=[CH:31][C:29]([CH3:30])=[CH:28][CH:27]=2)(=[O:25])=[O:24])[CH2:19][CH2:18]1)#[C-:14], predict the reactants needed to synthesize it. The reactants are: [H-].[Na+].[C:3]1(C)[C:4]([S:9]([CH2:12][N+:13]#[C-:14])(=[O:11])=[O:10])=[CH:5][CH:6]=[CH:7][CH:8]=1.Br[CH:17]1[CH2:22][CH2:21][N:20]([S:23]([C:26]2[CH:32]=[CH:31][C:29]([CH3:30])=[CH:28][CH:27]=2)(=[O:25])=[O:24])[CH2:19][CH2:18]1.[CH3:33]N(C=O)C. (5) Given the product [C:20]([O:19][C:17]([N:14]1[CH2:15][CH2:16][C:11]([C:24](=[O:26])[NH2:29])([C:9]([O:8][CH2:1][C:2]2[CH:7]=[CH:6][CH:5]=[CH:4][CH:3]=2)=[O:10])[CH2:12][CH2:13]1)=[O:18])([CH3:23])([CH3:22])[CH3:21], predict the reactants needed to synthesize it. The reactants are: [CH2:1]([O:8][C:9]([C:11]1([C:24]([OH:26])=O)[CH2:16][CH2:15][N:14]([C:17]([O:19][C:20]([CH3:23])([CH3:22])[CH3:21])=[O:18])[CH2:13][CH2:12]1)=[O:10])[C:2]1[CH:7]=[CH:6][CH:5]=[CH:4][CH:3]=1.C([N:29](CC)CC)C.ClC(OCC)=O.N. (6) Given the product [NH2:21][CH2:20][CH2:19][NH:22][C:15]([C@H:12]1[CH2:11][CH2:10][C@H:9]([C:6]2[N:5]=[C:4]([CH:1]([CH3:2])[CH3:3])[O:8][N:7]=2)[CH2:14][CH2:13]1)=[O:17], predict the reactants needed to synthesize it. The reactants are: [CH:1]([C:4]1[O:8][N:7]=[C:6]([C@H:9]2[CH2:14][CH2:13][C@H:12]([C:15]([O:17]C)=O)[CH2:11][CH2:10]2)[N:5]=1)([CH3:3])[CH3:2].[CH2:19]([NH2:22])[CH2:20][NH2:21]. (7) Given the product [CH3:10][O:11][C:12]1[CH:17]=[CH:16][C:15]([C:18]2[N:3]=[N:2][N:1]([C:4]3[CH:8]=[C:7]([CH3:9])[O:6][N:5]=3)[C:19]=2[NH2:20])=[CH:14][CH:13]=1, predict the reactants needed to synthesize it. The reactants are: [N:1]([C:4]1[CH:8]=[C:7]([CH3:9])[O:6][N:5]=1)=[N+:2]=[N-:3].[CH3:10][O:11][C:12]1[CH:17]=[CH:16][C:15]([CH2:18][C:19]#[N:20])=[CH:14][CH:13]=1.C[O-].[Na+]. (8) Given the product [CH3:1][O:2][C:3]([C:5]1[S:9][C:8]2[C:10]3[C:15]([CH:16]=[CH:17][C:7]=2[C:6]=1[O:18][CH2:20][C:21]([O:23][CH2:24][CH3:25])=[O:22])=[CH:14][CH:13]=[CH:12][CH:11]=3)=[O:4], predict the reactants needed to synthesize it. The reactants are: [CH3:1][O:2][C:3]([C:5]1[S:9][C:8]2[C:10]3[C:15]([CH:16]=[CH:17][C:7]=2[C:6]=1[OH:18])=[CH:14][CH:13]=[CH:12][CH:11]=3)=[O:4].Br[CH2:20][C:21]([O:23][CH2:24][CH3:25])=[O:22].C(=O)([O-])[O-].[K+].[K+].CN(C=O)C.